From a dataset of Forward reaction prediction with 1.9M reactions from USPTO patents (1976-2016). Predict the product of the given reaction. (1) Given the reactants Cl.[CH3:2][O:3][C:4](=[O:17])[CH2:5][NH:6][C:7]1[CH:16]=[CH:15][C:14]2[C:9](=[CH:10][CH:11]=[CH:12][CH:13]=2)[CH:8]=1.[F:18][C:19]([F:30])([F:29])[C:20](O[C:20](=[O:21])[C:19]([F:30])([F:29])[F:18])=[O:21].Cl, predict the reaction product. The product is: [CH3:2][O:3][C:4](=[O:17])[CH2:5][N:6]([C:7]1[CH:16]=[CH:15][C:14]2[C:9](=[CH:10][CH:11]=[CH:12][CH:13]=2)[CH:8]=1)[C:20](=[O:21])[C:19]([F:30])([F:29])[F:18]. (2) Given the reactants CN(C)[C:3]([N:5]1[CH2:10][CH2:9][CH:8]([N:11]2[CH:15]=[C:14]([B:16]3[O:20][C:19]([CH3:22])([CH3:21])[C:18]([CH3:24])([CH3:23])[O:17]3)[CH:13]=[N:12]2)[CH2:7][CH2:6]1)=O.O(C[C:30]([F:33])([F:32])[F:31])S([C:30]([F:33])([F:32])[F:31])(=O)=O, predict the reaction product. The product is: [CH3:23][C:18]1([CH3:24])[C:19]([CH3:21])([CH3:22])[O:20][B:16]([C:14]2[CH:13]=[N:12][N:11]([CH:8]3[CH2:7][CH2:6][N:5]([CH2:3][C:30]([F:33])([F:32])[F:31])[CH2:10][CH2:9]3)[CH:15]=2)[O:17]1. (3) Given the reactants [F:1][C:2]1[C:12]([CH2:13][OH:14])=[CH:11][C:5]2[NH:6][C:7](=[O:10])[CH2:8][S:9][C:4]=2[CH:3]=1, predict the reaction product. The product is: [F:1][C:2]1[C:12]([CH:13]=[O:14])=[CH:11][C:5]2[NH:6][C:7](=[O:10])[CH2:8][S:9][C:4]=2[CH:3]=1.